Dataset: Full USPTO retrosynthesis dataset with 1.9M reactions from patents (1976-2016). Task: Predict the reactants needed to synthesize the given product. The reactants are: [H-].[Na+].C(S)C.C[O:7][C:8]1[C:16]2[O:15][C:14]([CH:17]3[CH2:21][CH2:20][O:19][CH2:18]3)=[CH:13][C:12]=2[CH:11]=[CH:10][CH:9]=1. Given the product [O:19]1[CH2:20][CH2:21][CH:17]([C:14]2[O:15][C:16]3[C:8]([OH:7])=[CH:9][CH:10]=[CH:11][C:12]=3[CH:13]=2)[CH2:18]1, predict the reactants needed to synthesize it.